This data is from Reaction yield outcomes from USPTO patents with 853,638 reactions. The task is: Predict the reaction yield, written as a fraction of the theoretical maximum amount of product (1.0 means a 100% yield; for example, 0.34 means a 34% yield). (1) The reactants are [Br:1][C:2]1[CH:11]=[CH:10][C:9]([OH:12])=[C:8]2[C:3]=1[CH2:4][C@H:5]([C:13]([OH:15])=[O:14])[NH:6][CH2:7]2.S(=O)(=O)(O)O.[CH3:21]O. No catalyst specified. The product is [Br:1][C:2]1[CH:11]=[CH:10][C:9]([OH:12])=[C:8]2[C:3]=1[CH2:4][C@H:5]([C:13]([O:15][CH3:21])=[O:14])[NH:6][CH2:7]2. The yield is 0.980. (2) The reactants are [CH3:1][O:2][C:3]1[CH:8]=[C:7](Br)[C:6]([CH3:10])=[CH:5][C:4]=1[N+:11]([O-:13])=[O:12].[N:14]1[CH:19]=[CH:18][C:17](B(O)O)=[CH:16][CH:15]=1.C([O-])([O-])=O.[Na+].[Na+]. The catalyst is O1CCOCC1.C1C=CC(P(C2C=CC=CC=2)[C-]2C=CC=C2)=CC=1.C1C=CC(P(C2C=CC=CC=2)[C-]2C=CC=C2)=CC=1.Cl[Pd]Cl.[Fe+2]. The product is [CH3:10][C:6]1[CH:5]=[C:4]([N+:11]([O-:13])=[O:12])[C:3]([O:2][CH3:1])=[CH:8][C:7]=1[C:17]1[CH:18]=[CH:19][N:14]=[CH:15][CH:16]=1. The yield is 0.570. (3) The product is [CH3:22][O:23][CH:24]1[CH2:29][CH2:28][CH2:27][N:26]([C:2]2[N:7]=[N:6][C:5]([NH2:8])=[N:4][C:3]=2[C:9]2[CH:14]=[CH:13][CH:12]=[CH:11][CH:10]=2)[CH2:25]1. The yield is 0.0400. The reactants are Br[C:2]1[N:7]=[N:6][C:5]([NH2:8])=[N:4][C:3]=1[C:9]1[CH:14]=[CH:13][CH:12]=[CH:11][CH:10]=1.C([O-])([O-])=O.[K+].[K+].Cl.[CH3:22][O:23][CH:24]1[CH2:29][CH2:28][CH2:27][NH:26][CH2:25]1. No catalyst specified. (4) The reactants are [O:1]=[C:2]1[CH2:6][CH2:5][CH2:4][N:3]1[C@H:7]([C:15]1[CH:20]=[CH:19][CH:18]=[CH:17][CH:16]=1)[C:8]([O:10]C(C)(C)C)=[O:9]. The catalyst is FC(F)(F)C(O)=O. The product is [O:1]=[C:2]1[CH2:6][CH2:5][CH2:4][N:3]1[C@H:7]([C:15]1[CH:20]=[CH:19][CH:18]=[CH:17][CH:16]=1)[C:8]([OH:10])=[O:9]. The yield is 1.00. (5) The reactants are [CH3:1][CH:2]([CH3:22])[CH2:3][CH:4]([C:6]1[CH:11]=[CH:10][C:9]([C:12]2[CH:17]=[CH:16][C:15]([C:18]([F:21])([F:20])[F:19])=[CH:14][CH:13]=2)=[CH:8][CH:7]=1)[NH2:5].Cl[C:24]1[N:25]=[CH:26][C:27]([C:30]([O:32][CH3:33])=[O:31])=[N:28][CH:29]=1.C(N(C(C)C)CC)(C)C. The catalyst is CC(O)C. The product is [CH3:1][CH:2]([CH3:22])[CH2:3][CH:4]([NH:5][C:24]1[N:25]=[CH:26][C:27]([C:30]([O:32][CH3:33])=[O:31])=[N:28][CH:29]=1)[C:6]1[CH:11]=[CH:10][C:9]([C:12]2[CH:17]=[CH:16][C:15]([C:18]([F:19])([F:20])[F:21])=[CH:14][CH:13]=2)=[CH:8][CH:7]=1. The yield is 0.520. (6) The reactants are [CH2:1]([S:5][C:6]1[CH:12]=[CH:11][C:9](N)=[C:8]([N+:13]([O-:15])=[O:14])[CH:7]=1)[CH2:2][CH2:3][CH3:4].C(SC1C(N)=C([N+]([O-])=O)C=CC=1)CCC.[N+](C1C=C(S=C([O-])N(C)C)C=CC=1)([O-])=O.[OH-].[K+].[CH]Cl.C([O-])([O-])=O.[K+].[K+].C(Br)CCC. The catalyst is CO. The product is [CH2:1]([S:5][C:6]1[CH:7]=[C:8]([N+:13]([O-:15])=[O:14])[CH:9]=[CH:11][CH:12]=1)[CH2:2][CH2:3][CH3:4]. The yield is 0.840. (7) The reactants are [OH:1][C:2]1[CH:7]=[CH:6][C:5]([N:8]2[C:13](=[O:14])[C:12]([CH2:15][C:16]3[CH:21]=[CH:20][C:19]([C:22]4[C:23]([C:28]#[N:29])=[CH:24][CH:25]=[CH:26][CH:27]=4)=[CH:18][CH:17]=3)=[C:11]([CH2:30][CH2:31][CH3:32])[N:10]=[C:9]2[CH3:33])=[CH:4][CH:3]=1.[CH:34]1([CH:37](O)[CH3:38])[CH2:36][CH2:35]1.C1(P(C2C=CC=CC=2)C2C=CC=CC=2)C=CC=CC=1.[N:60]([C:61]([O:63]C(C)C)=[O:62])=[N:60][C:61]([O:63]C(C)C)=[O:62]. The catalyst is O1CCCC1.O.C(OCC)(=O)C. The product is [CH:34]1([CH:37]([O:1][C:2]2[CH:3]=[CH:4][C:5]([N:8]3[C:13](=[O:14])[C:12]([CH2:15][C:16]4[CH:21]=[CH:20][C:19]([C:22]5[CH:27]=[CH:26][CH:25]=[CH:24][C:23]=5[C:28]5[NH:60][C:61](=[O:62])[O:63][N:29]=5)=[CH:18][CH:17]=4)=[C:11]([CH2:30][CH2:31][CH3:32])[N:10]=[C:9]3[CH3:33])=[CH:6][CH:7]=2)[CH3:38])[CH2:36][CH2:35]1. The yield is 0.250. (8) The reactants are [CH2:1]([O:3][C:4](=[O:41])[CH2:5][N:6]([C@H:14]([CH2:32][C:33]1[CH:38]=[CH:37][C:36]([O:39][CH3:40])=[CH:35][CH:34]=1)[C:15]([N:17]1[CH2:21][CH2:20][CH2:19][C@H:18]1[C:22]([O:24]CC1C=CC=CC=1)=[O:23])=[O:16])[C:7]([O:9][C:10]([CH3:13])([CH3:12])[CH3:11])=[O:8])[CH3:2]. The catalyst is CO.[Pd]. The product is [CH2:1]([O:3][C:4](=[O:41])[CH2:5][N:6]([C@H:14]([CH2:32][C:33]1[CH:38]=[CH:37][C:36]([O:39][CH3:40])=[CH:35][CH:34]=1)[C:15]([N:17]1[CH2:21][CH2:20][CH2:19][C@H:18]1[C:22]([OH:24])=[O:23])=[O:16])[C:7]([O:9][C:10]([CH3:13])([CH3:12])[CH3:11])=[O:8])[CH3:2]. The yield is 0.890.